Dataset: Catalyst prediction with 721,799 reactions and 888 catalyst types from USPTO. Task: Predict which catalyst facilitates the given reaction. (1) Reactant: [C:1]1([CH3:7])[CH:6]=[CH:5][CH:4]=[CH:3][CH:2]=1.[CH3:8][CH:9]([CH3:33])[CH2:10][N:11]1[C:23]2[CH:22]=[CH:21][C:20](B3OC(C)(C)C(C)(C)O3)=[CH:19][C:18]=2[C:17]2[C:12]1=[CH:13][CH:14]=[CH:15][CH:16]=2.Br[C:35]1[CH:36]=[CH:37][C:38]2[NH:39][C:40]3[C:45]([C:46]=2[CH:47]=1)=[CH:44][C:43](Br)=[CH:42][CH:41]=3.C([O-])([O-])=O.[Na+].[Na+]. Product: [CH3:8][CH:9]([CH3:33])[CH2:10][N:11]1[C:12]2[CH:13]=[CH:14][C:15]([C:35]3[CH:36]=[CH:37][C:38]4[NH:39][C:40]5[C:45]([C:46]=4[CH:47]=3)=[CH:44][C:43]([C:20]3[CH:21]=[CH:22][C:23]4[N:11]([CH2:10][CH:9]([CH3:33])[CH3:8])[C:12]6[C:17]([C:18]=4[CH:19]=3)=[CH:16][CH:15]=[CH:14][CH:13]=6)=[CH:42][CH:41]=5)=[CH:16][C:7]=2[C:1]2[C:6]1=[CH:5][CH:4]=[CH:3][CH:2]=2. The catalyst class is: 103. (2) Reactant: C[O:2][C:3]([C:5]1[CH:6]=[C:7]([C:14]2[CH:19]=[CH:18][CH:17]=[CH:16][CH:15]=2)[C:8]([F:13])=[CH:9][C:10]=1[O:11][CH3:12])=[O:4].[OH-].[Na+]. Product: [F:13][C:8]1[C:7]([C:14]2[CH:19]=[CH:18][CH:17]=[CH:16][CH:15]=2)=[CH:6][C:5]([C:3]([OH:4])=[O:2])=[C:10]([O:11][CH3:12])[CH:9]=1. The catalyst class is: 12. (3) Reactant: [C:1]([OH:4])(=O)[CH3:2].[CH2:5]([N:12]1[CH2:16][CH2:15][C@@H:14](N)[CH2:13]1)[C:6]1[CH:11]=[CH:10][CH:9]=[CH:8][CH:7]=1. Product: [CH2:5]([N:12]1[CH2:16][CH2:2][CH:1]([OH:4])[CH2:13]1)[C:6]1[CH:11]=[CH:10][CH:9]=[CH:8][CH:7]=1.[CH2:5]([N:12]1[CH2:16][CH:15]=[CH:14][CH2:13]1)[C:6]1[CH:11]=[CH:10][CH:9]=[CH:8][CH:7]=1. The catalyst class is: 13. (4) Reactant: [C:1]([C:3]1([C:9]2[CH:10]=[C:11]([CH:15]=[CH:16][CH:17]=2)[C:12]([OH:14])=O)[CH2:8][CH2:7][CH2:6][CH2:5][CH2:4]1)#[N:2].C(Cl)(=O)C(Cl)=O.O1CCCC1.[NH2:29][C:30]1[CH:31]=[C:32]([CH:49]=[CH:50][CH:51]=1)[O:33][C:34]1[CH:35]=[CH:36][C:37]2[N:38]([CH:40]=[C:41]([NH:43][C:44]([CH:46]3[CH2:48][CH2:47]3)=[O:45])[N:42]=2)[N:39]=1. Product: [C:1]([C:3]1([C:9]2[CH:10]=[C:11]([CH:15]=[CH:16][CH:17]=2)[C:12]([NH:29][C:30]2[CH:51]=[CH:50][CH:49]=[C:32]([O:33][C:34]3[CH:35]=[CH:36][C:37]4[N:38]([CH:40]=[C:41]([NH:43][C:44]([CH:46]5[CH2:47][CH2:48]5)=[O:45])[N:42]=4)[N:39]=3)[CH:31]=2)=[O:14])[CH2:4][CH2:5][CH2:6][CH2:7][CH2:8]1)#[N:2]. The catalyst class is: 637. (5) Reactant: B(Br)(Br)Br.Cl.[N:6]12[CH2:13][CH2:12][CH:9]([CH2:10][CH2:11]1)[C@@H:8]([NH:14][C:15]([C:17]1[O:18][C:19]3[C:25]([C:26]4[CH:31]=[CH:30][CH:29]=[CH:28][C:27]=4[O:32]C)=[CH:24][CH:23]=[CH:22][C:20]=3[CH:21]=1)=[O:16])[CH2:7]2.C(OCC)C.[OH-].[Na+]. Product: [N:6]12[CH2:11][CH2:10][CH:9]([CH2:12][CH2:13]1)[C@@H:8]([NH:14][C:15]([C:17]1[O:18][C:19]3[C:25]([C:26]4[CH:31]=[CH:30][CH:29]=[CH:28][C:27]=4[OH:32])=[CH:24][CH:23]=[CH:22][C:20]=3[CH:21]=1)=[O:16])[CH2:7]2. The catalyst class is: 46. (6) Reactant: [CH3:1][C:2]1[CH:7]=[C:6]([CH:8]=O)[CH:5]=[C:4]([CH3:10])[N:3]=1.[NH2:11][C:12]1[CH:20]=[CH:19][C:18]([CH2:21][N:22]2[CH2:27][CH2:26][N:25]([CH3:28])[CH2:24][CH2:23]2)=[CH:17][C:13]=1[C:14]([NH2:16])=[O:15].S([O-])(O)=O.[Na+].C1(C)C=CC(S(O)(=O)=O)=CC=1. Product: [CH3:1][C:2]1[CH:7]=[C:6]([C:8]2[NH:16][C:14](=[O:15])[C:13]3[C:12](=[CH:20][CH:19]=[C:18]([CH2:21][N:22]4[CH2:27][CH2:26][N:25]([CH3:28])[CH2:24][CH2:23]4)[CH:17]=3)[N:11]=2)[CH:5]=[C:4]([CH3:10])[N:3]=1. The catalyst class is: 80. (7) Reactant: [CH3:1][O:2][C:3]1[CH:4]=[C:5]2[C:10](=[C:11]([NH:13][S:14]([C:17]3[CH:22]=[CH:21][C:20]([CH3:23])=[CH:19][C:18]=3[N+:24]([O-])=O)(=[O:16])=[O:15])[CH:12]=1)[N:9]=[CH:8][CH:7]=[CH:6]2.O.NN. Product: [NH2:24][C:18]1[CH:19]=[C:20]([CH3:23])[CH:21]=[CH:22][C:17]=1[S:14]([NH:13][C:11]1[CH:12]=[C:3]([O:2][CH3:1])[CH:4]=[C:5]2[C:10]=1[N:9]=[CH:8][CH:7]=[CH:6]2)(=[O:15])=[O:16]. The catalyst class is: 181. (8) Reactant: C1(C[N:8]2[CH2:13][CH2:12][O:11][C@H:10]([CH2:14][NH:15][C:16](=[O:22])[O:17][C:18]([CH3:21])([CH3:20])[CH3:19])[CH2:9]2)C=CC=CC=1.N#N. Product: [NH:8]1[CH2:13][CH2:12][O:11][C@H:10]([CH2:14][NH:15][C:16](=[O:22])[O:17][C:18]([CH3:20])([CH3:19])[CH3:21])[CH2:9]1. The catalyst class is: 19.